Dataset: HIV replication inhibition screening data with 41,000+ compounds from the AIDS Antiviral Screen. Task: Binary Classification. Given a drug SMILES string, predict its activity (active/inactive) in a high-throughput screening assay against a specified biological target. The compound is COc1cc(C)c(C(=O)Oc2cc(C)c(C(=O)O)c(O)c2C)c(OC)c1C. The result is 0 (inactive).